From a dataset of Full USPTO retrosynthesis dataset with 1.9M reactions from patents (1976-2016). Predict the reactants needed to synthesize the given product. (1) Given the product [OH:28][CH:27]=[C:5]1[C:6]2([CH2:7][CH2:8][N:9]([C:12]([O:14][C:15]([CH3:18])([CH3:17])[CH3:16])=[O:13])[CH2:10][CH2:11]2)[O:19][C:20]2[C:25](=[CH:24][CH:23]=[CH:22][CH:21]=2)[C:4]1=[O:3], predict the reactants needed to synthesize it. The reactants are: [H-].[Na+].[O:3]=[C:4]1[C:25]2[C:20](=[CH:21][CH:22]=[CH:23][CH:24]=2)[O:19][C:6]2([CH2:11][CH2:10][N:9]([C:12]([O:14][C:15]([CH3:18])([CH3:17])[CH3:16])=[O:13])[CH2:8][CH2:7]2)[CH2:5]1.C[CH2:27][O:28]CC.C(OCC)=O. (2) Given the product [CH2:9]1[C:8]2[C:12](=[CH:13][CH:14]=[C:6]([C:2]3[S:1][CH:5]=[CH:4][N:3]=3)[CH:7]=2)[CH:11]=[CH:10]1, predict the reactants needed to synthesize it. The reactants are: [S:1]1[CH:5]=[CH:4][N:3]=[C:2]1[C:6]1[CH:7]=[C:8]2[C:12](=[CH:13][CH:14]=1)[CH:11](O)[CH2:10][CH2:9]2.Cl. (3) Given the product [CH2:1]([O:3][C:4](=[O:26])[N:5]([C:6]1[CH:11]=[C:10]([Br:12])[N:9]=[C:8]([NH2:27])[C:7]=1[N+:14]([O-:16])=[O:15])[CH2:17][C:18]1[CH:23]=[CH:22][CH:21]=[C:20]([C:24]#[N:25])[CH:19]=1)[CH3:2], predict the reactants needed to synthesize it. The reactants are: [CH2:1]([O:3][C:4](=[O:26])[N:5]([CH2:17][C:18]1[CH:23]=[CH:22][CH:21]=[C:20]([C:24]#[N:25])[CH:19]=1)[C:6]1[CH:11]=[C:10]([Br:12])[N:9]=[C:8](Br)[C:7]=1[N+:14]([O-:16])=[O:15])[CH3:2].[NH3:27]. (4) Given the product [C:9]1([C:7]([C:1]2[CH:2]=[CH:3][CH:4]=[CH:5][CH:6]=2)=[N:8][C:16]2[CH:21]=[CH:20][CH:19]=[CH:18][CH:17]=2)[CH:10]=[CH:11][CH:12]=[CH:13][CH:14]=1, predict the reactants needed to synthesize it. The reactants are: [C:1]1([C:7]([C:9]2[CH:14]=[CH:13][CH:12]=[CH:11][CH:10]=2)=[NH:8])[CH:6]=[CH:5][CH:4]=[CH:3][CH:2]=1.I[C:16]1[CH:21]=[CH:20][CH:19]=[CH:18][CH:17]=1. (5) Given the product [CH3:19][O:18][C:17]1[CH:16]=[C:15]2[C:11]([CH:12]=[CH:13][N:14]2[S:20]([C:23]2[CH:28]=[CH:27][CH:26]=[CH:25][CH:24]=2)(=[O:22])=[O:21])=[CH:10][C:9]=1[OH:8], predict the reactants needed to synthesize it. The reactants are: C([O:8][C:9]1[CH:10]=[C:11]2[C:15](=[CH:16][C:17]=1[O:18][CH3:19])[N:14]([S:20]([C:23]1[CH:28]=[CH:27][CH:26]=[CH:25][CH:24]=1)(=[O:22])=[O:21])[CH:13]=[CH:12]2)C1C=CC=CC=1.C1CCCCC=1.Cl. (6) Given the product [CH2:24]([NH:31][CH2:3][CH:2]([C:4]1[CH:9]=[CH:8][C:7]([O:10][S:11]([CH3:14])(=[O:13])=[O:12])=[CH:6][C:5]=1[C:15]([F:18])([F:17])[F:16])[OH:1])[C:25]1[CH:30]=[CH:29][CH:28]=[CH:27][CH:26]=1, predict the reactants needed to synthesize it. The reactants are: [O:1]1[CH2:3][CH:2]1[C:4]1[CH:9]=[CH:8][C:7]([O:10][S:11]([CH3:14])(=[O:13])=[O:12])=[CH:6][C:5]=1[C:15]([F:18])([F:17])[F:16].CCOCC.[CH2:24]([NH2:31])[C:25]1[CH:30]=[CH:29][CH:28]=[CH:27][CH:26]=1.